Task: Predict the reactants needed to synthesize the given product.. Dataset: Full USPTO retrosynthesis dataset with 1.9M reactions from patents (1976-2016) (1) Given the product [F:11][C:12]1[N:17]=[C:16]([C:26]2[CH:27]=[CH:28][N:23]=[CH:24][CH:25]=2)[C:15]([O:19][CH2:20][O:21][CH3:22])=[CH:14][CH:13]=1, predict the reactants needed to synthesize it. The reactants are: C(Cl)OC.CC(C)([O-])C.[K+].[F:11][C:12]1[N:17]=[C:16](I)[C:15]([O:19][CH2:20][O:21][CH3:22])=[CH:14][CH:13]=1.[N:23]1[CH:28]=[CH:27][C:26](B(O)O)=[CH:25][CH:24]=1.P([O-])([O-])([O-])=O.[K+].[K+].[K+].C1(P(C2CCCCC2)C2CCCCC2)CCCCC1. (2) Given the product [C:2]([N+:6]([O-:7])=[CH:8][C:10]1[CH:18]=[C:17]([O:19][CH3:20])[CH:16]=[C:15]([O:21][CH3:22])[C:11]=1[C:12]([OH:14])=[O:13])([CH3:5])([CH3:4])[CH3:3], predict the reactants needed to synthesize it. The reactants are: Cl.[C:2]([NH:6][OH:7])([CH3:5])([CH3:4])[CH3:3].[CH:8]([C:10]1[CH:18]=[C:17]([O:19][CH3:20])[CH:16]=[C:15]([O:21][CH3:22])[C:11]=1[C:12]([OH:14])=[O:13])=O.